From a dataset of Peptide-MHC class II binding affinity with 134,281 pairs from IEDB. Regression. Given a peptide amino acid sequence and an MHC pseudo amino acid sequence, predict their binding affinity value. This is MHC class II binding data. (1) The peptide sequence is KASFEEGKCGLNSVD. The MHC is DRB5_0101 with pseudo-sequence DRB5_0101. The binding affinity (normalized) is 0. (2) The peptide sequence is VLEKLELLQRRFGGT. The MHC is DRB3_0202 with pseudo-sequence DRB3_0202. The binding affinity (normalized) is 0.834. (3) The peptide sequence is LPAIVREAIKRRLRT. The MHC is DRB1_1501 with pseudo-sequence DRB1_1501. The binding affinity (normalized) is 0.463.